Dataset: Forward reaction prediction with 1.9M reactions from USPTO patents (1976-2016). Task: Predict the product of the given reaction. (1) Given the reactants [Br:1][C:2]1[CH:3]=[N:4][C:5]2[N:6]([N:8]=[C:9]([C:11]([OH:13])=O)[CH:10]=2)[CH:7]=1.[CH3:14][N:15]1[C:20]2[CH:21]=[CH:22][CH:23]=[N:24][C:19]=2[CH2:18][CH2:17][NH:16]1, predict the reaction product. The product is: [Br:1][C:2]1[CH:3]=[N:4][C:5]2[N:6]([N:8]=[C:9]([C:11]([N:16]3[CH2:17][CH2:18][C:19]4[N:24]=[CH:23][CH:22]=[CH:21][C:20]=4[N:15]3[CH3:14])=[O:13])[CH:10]=2)[CH:7]=1. (2) Given the reactants Cl.[C:2]([C:4]1[CH:20]=[CH:19][C:7]([CH2:8][NH:9][C:10]([C:12]2[CH:17]=[C:16]([NH2:18])[N:15]=[CH:14][N:13]=2)=[O:11])=[CH:6][CH:5]=1)#[N:3].Cl[C:22]([O:24][C:25]1[CH:30]=[CH:29][CH:28]=[CH:27][CH:26]=1)=[O:23], predict the reaction product. The product is: [C:2]([C:4]1[CH:5]=[CH:6][C:7]([CH2:8][NH:9][C:10]([C:12]2[N:13]=[CH:14][N:15]=[C:16]([NH:18][C:22](=[O:23])[O:24][C:25]3[CH:30]=[CH:29][CH:28]=[CH:27][CH:26]=3)[CH:17]=2)=[O:11])=[CH:19][CH:20]=1)#[N:3]. (3) Given the reactants [Si:1]([O:8][C@@H:9]1[C@@H:13]([CH2:14][O:15][Si:16]([C:19]([CH3:22])([CH3:21])[CH3:20])([CH3:18])[CH3:17])[O:12][C@@H:11]([N:23]2[C:41]3[N:40]=[CH:39][N:38]=[C:27]([O:28][C:29]4[CH:34]=[CH:33][C:32]([N+]([O-])=O)=[CH:31][CH:30]=4)[C:26]=3[N:25]=[CH:24]2)[CH2:10]1)([C:4]([CH3:7])([CH3:6])[CH3:5])([CH3:3])[CH3:2].N1(OC2C3N=CN(C=3N=CN=2)[C@@H]2O[C@H](CO[Si](C(C)(C)C)(C)C)[C@@H](O[Si](C(C)(C)C)(C)C)C2)[C:46]2[CH:47]=CC=[CH:50][C:45]=2N=N1.C([O-])([O-])=O.[Cs+].[Cs+].C1(O)C2C(=CC=CC=2)C=CC=1, predict the reaction product. The product is: [Si:16]([O:15][C@@H:14]1[C@@H:13]([CH2:9][O:8][Si:1]([C:4]([CH3:7])([CH3:5])[CH3:6])([CH3:2])[CH3:3])[O:12][C@@H:11]([N:23]2[C:41]3[N:40]=[CH:39][N:38]=[C:27]([O:28][C:29]4[C:34]5[C:33](=[CH:50][CH:45]=[CH:46][CH:47]=5)[CH:32]=[CH:31][CH:30]=4)[C:26]=3[N:25]=[CH:24]2)[CH2:10]1)([C:19]([CH3:21])([CH3:22])[CH3:20])([CH3:17])[CH3:18]. (4) Given the reactants [C:1]([C:5]1[CH:35]=[CH:34][C:8]([CH2:9][S:10][C:11]2[O:12][C:13]3[C:18]([C:19](=[O:33])[C:20]=2[CH2:21]OS(C2C=CC(C)=CC=2)(=O)=O)=[CH:17][CH:16]=[CH:15][CH:14]=3)=[CH:7][CH:6]=1)([CH3:4])([CH3:3])[CH3:2].[F-:36].C([N+](CCCC)(CCCC)CCCC)CCC, predict the reaction product. The product is: [C:1]([C:5]1[CH:35]=[CH:34][C:8]([CH2:9][S:10][C:11]2[O:12][C:13]3[C:18]([C:19](=[O:33])[C:20]=2[CH2:21][F:36])=[CH:17][CH:16]=[CH:15][CH:14]=3)=[CH:7][CH:6]=1)([CH3:4])([CH3:3])[CH3:2].